This data is from NCI-60 drug combinations with 297,098 pairs across 59 cell lines. The task is: Regression. Given two drug SMILES strings and cell line genomic features, predict the synergy score measuring deviation from expected non-interaction effect. (1) Drug 1: CC1=C(C(=CC=C1)Cl)NC(=O)C2=CN=C(S2)NC3=CC(=NC(=N3)C)N4CCN(CC4)CCO. Drug 2: CC(C)NC(=O)C1=CC=C(C=C1)CNNC.Cl. Cell line: 786-0. Synergy scores: CSS=10.7, Synergy_ZIP=-4.99, Synergy_Bliss=-2.50, Synergy_Loewe=-15.7, Synergy_HSA=-1.48. (2) Drug 1: C1=C(C(=O)NC(=O)N1)N(CCCl)CCCl. Drug 2: CC1CCC2CC(C(=CC=CC=CC(CC(C(=O)C(C(C(=CC(C(=O)CC(OC(=O)C3CCCCN3C(=O)C(=O)C1(O2)O)C(C)CC4CCC(C(C4)OC)O)C)C)O)OC)C)C)C)OC. Cell line: T-47D. Synergy scores: CSS=13.6, Synergy_ZIP=-9.11, Synergy_Bliss=-4.98, Synergy_Loewe=-3.55, Synergy_HSA=-1.55. (3) Cell line: RPMI-8226. Drug 2: CC12CCC3C(C1CCC2O)C(CC4=C3C=CC(=C4)O)CCCCCCCCCS(=O)CCCC(C(F)(F)F)(F)F. Drug 1: C1CC(=O)NC(=O)C1N2CC3=C(C2=O)C=CC=C3N. Synergy scores: CSS=10.8, Synergy_ZIP=-0.379, Synergy_Bliss=3.47, Synergy_Loewe=1.14, Synergy_HSA=1.25. (4) Drug 1: C1=CC=C(C(=C1)C(C2=CC=C(C=C2)Cl)C(Cl)Cl)Cl. Drug 2: C1CN(P(=O)(OC1)NCCCl)CCCl. Cell line: IGROV1. Synergy scores: CSS=-0.00100, Synergy_ZIP=-0.133, Synergy_Bliss=-0.655, Synergy_Loewe=0.176, Synergy_HSA=-0.530. (5) Synergy scores: CSS=-3.59, Synergy_ZIP=1.44, Synergy_Bliss=-3.18, Synergy_Loewe=-3.00, Synergy_HSA=-6.78. Drug 2: CC1=C(C=C(C=C1)NC(=O)C2=CC=C(C=C2)CN3CCN(CC3)C)NC4=NC=CC(=N4)C5=CN=CC=C5. Cell line: EKVX. Drug 1: C1C(C(OC1N2C=NC3=C(N=C(N=C32)Cl)N)CO)O. (6) Cell line: HCT116. Drug 2: CC(C)CN1C=NC2=C1C3=CC=CC=C3N=C2N. Drug 1: C1CCC(C(C1)N)N.C(=O)(C(=O)[O-])[O-].[Pt+4]. Synergy scores: CSS=42.6, Synergy_ZIP=3.72, Synergy_Bliss=2.99, Synergy_Loewe=-0.281, Synergy_HSA=-1.13. (7) Drug 1: CN1CCC(CC1)COC2=C(C=C3C(=C2)N=CN=C3NC4=C(C=C(C=C4)Br)F)OC. Drug 2: C1=C(C(=O)NC(=O)N1)N(CCCl)CCCl. Cell line: KM12. Synergy scores: CSS=19.8, Synergy_ZIP=0.757, Synergy_Bliss=4.56, Synergy_Loewe=1.63, Synergy_HSA=1.77. (8) Drug 1: C1C(C(OC1N2C=NC3=C(N=C(N=C32)Cl)N)CO)O. Drug 2: CN(C(=O)NC(C=O)C(C(C(CO)O)O)O)N=O. Cell line: MDA-MB-231. Synergy scores: CSS=20.6, Synergy_ZIP=-2.33, Synergy_Bliss=-2.74, Synergy_Loewe=-16.9, Synergy_HSA=-3.84. (9) Drug 1: C1=CN(C=N1)CC(O)(P(=O)(O)O)P(=O)(O)O. Drug 2: C1=NC2=C(N1)C(=S)N=CN2. Cell line: OVCAR-4. Synergy scores: CSS=29.9, Synergy_ZIP=-0.585, Synergy_Bliss=0.685, Synergy_Loewe=-21.7, Synergy_HSA=1.06.